Dataset: Reaction yield outcomes from USPTO patents with 853,638 reactions. Task: Predict the reaction yield, written as a fraction of the theoretical maximum amount of product (1.0 means a 100% yield; for example, 0.34 means a 34% yield). (1) The reactants are [ClH:1].O1CCOCC1.[N:8]1[CH:13]=[CH:12][CH:11]=[C:10]([O:14][CH2:15][CH:16]2[CH2:21][N:20](C(OC(C)(C)C)=O)[CH2:19][CH2:18][N:17]2[C:29]([O:31][CH:32]2[CH2:37][CH2:36][N:35]([C:38](=[O:40])[CH3:39])[CH2:34][CH2:33]2)=[O:30])[CH:9]=1. The catalyst is CO. The product is [ClH:1].[ClH:1].[N:8]1[CH:13]=[CH:12][CH:11]=[C:10]([O:14][CH2:15][CH:16]2[CH2:21][NH:20][CH2:19][CH2:18][N:17]2[C:29]([O:31][CH:32]2[CH2:37][CH2:36][N:35]([C:38](=[O:40])[CH3:39])[CH2:34][CH2:33]2)=[O:30])[CH:9]=1. The yield is 0.970. (2) The reactants are [CH3:1][O:2][C:3](=[O:24])[C:4]1[C:5](=[C:10]([CH3:23])[C:11](OS(C(F)(F)F)(=O)=O)=[CH:12][C:13]=1[OH:14])[C:6]([O:8][CH3:9])=[O:7].[Cl-].[Li+].[C:27]1([As](C2C=CC=CC=2)C2C=CC=CC=2)C=CC=C[CH:28]=1.C(C([Sn])=C(CCCC)CCCC)CCC.[F-].[K+]. The catalyst is CN1C(=O)CCC1.CCOC(C)=O. The product is [CH3:1][O:2][C:3](=[O:24])[C:4]1[C:5](=[C:10]([CH3:23])[C:11]([CH:27]=[CH2:28])=[CH:12][C:13]=1[OH:14])[C:6]([O:8][CH3:9])=[O:7]. The yield is 0.870. (3) The yield is 0.660. The reactants are [CH2:1]([S:3]([CH2:6][CH2:7][CH2:8][OH:9])(=[O:5])=[O:4])[CH3:2].[C:10]1([CH3:20])[CH:15]=[CH:14][C:13]([S:16](Cl)(=[O:18])=[O:17])=[CH:12][CH:11]=1. The product is [CH3:20][C:10]1[CH:15]=[CH:14][C:13]([S:16]([O:9][CH2:8][CH2:7][CH2:6][S:3]([CH2:1][CH3:2])(=[O:5])=[O:4])(=[O:18])=[O:17])=[CH:12][CH:11]=1. The catalyst is C(Cl)Cl. (4) The reactants are F.F.F.C(N(CC)CC)C.[Si]([O:28][CH2:29][C@H:30]1[O:34][C@@H:33]([N:35]2[CH:42]=[C:41]([CH3:43])[C:39](=[O:40])[NH:38][C:36]2=[O:37])[C@H:32]([O:44][CH2:45][CH2:46][O:47][N:48]([CH3:50])[CH3:49])[C@@H:31]1[OH:51])(C(C)(C)C)(C1C=CC=CC=1)C1C=CC=CC=1.CO. The catalyst is C1COCC1.C(Cl)Cl. The product is [CH3:49][N:48]([CH3:50])[O:47][CH2:46][CH2:45][O:44][C@@H:32]1[C@H:31]([OH:51])[C@@H:30]([CH2:29][OH:28])[O:34][C@H:33]1[N:35]1[CH:42]=[C:41]([CH3:43])[C:39](=[O:40])[NH:38][C:36]1=[O:37]. The yield is 0.925. (5) The reactants are C1N=CN([C:6](N2C=NC=C2)=[O:7])C=1.[C:13]([C:17]1[CH:21]=[C:20]([NH2:22])[N:19]([C:23]2[CH:28]=[CH:27][C:26]([CH3:29])=[CH:25][CH:24]=2)[N:18]=1)([CH3:16])([CH3:15])[CH3:14].[NH2:30][C:31]1[C:40]2[C:35](=[CH:36][CH:37]=[CH:38][CH:39]=2)[C:34]([O:41][C:42]2[CH:47]=[CH:46][N:45]=[C:44]([NH:48][C:49](=[O:53])[CH2:50][O:51][CH3:52])[CH:43]=2)=[CH:33][CH:32]=1.CO. The catalyst is C(Cl)Cl. The product is [C:13]([C:17]1[CH:21]=[C:20]([NH:22][C:6](=[O:7])[NH:30][C:31]2[C:40]3[C:35](=[CH:36][CH:37]=[CH:38][CH:39]=3)[C:34]([O:41][C:42]3[CH:47]=[CH:46][N:45]=[C:44]([NH:48][C:49](=[O:53])[CH2:50][O:51][CH3:52])[CH:43]=3)=[CH:33][CH:32]=2)[N:19]([C:23]2[CH:24]=[CH:25][C:26]([CH3:29])=[CH:27][CH:28]=2)[N:18]=1)([CH3:16])([CH3:15])[CH3:14]. The yield is 0.450.